Dataset: Acute oral toxicity (LD50) regression data from Zhu et al.. Task: Regression/Classification. Given a drug SMILES string, predict its toxicity properties. Task type varies by dataset: regression for continuous values (e.g., LD50, hERG inhibition percentage) or binary classification for toxic/non-toxic outcomes (e.g., AMES mutagenicity, cardiotoxicity, hepatotoxicity). Dataset: ld50_zhu. (1) The compound is C=C(O)CC(c1ccccc1)c1c(O)c2ccccc2oc1=O. The rat oral LD50 is 4.47, given as -log10 of the dose in mol/kg body weight (higher means more acutely toxic). (2) The compound is CCOC(=O)Nc1cccc(OC(=O)Nc2ccccc2)c1. The rat oral LD50 is 1.50, given as -log10 of the dose in mol/kg body weight (higher means more acutely toxic). (3) The molecule is O=C1CCC(=O)N1. The rat oral LD50 is 0.850, given as -log10 of the dose in mol/kg body weight (higher means more acutely toxic). (4) The compound is Clc1nc(Cl)c(Cl)[nH]1. The rat oral LD50 is 4.19, given as -log10 of the dose in mol/kg body weight (higher means more acutely toxic). (5) The molecule is CCOC(=S)C=Cc1ccc(Cl)cc1. The rat oral LD50 is 2.38, given as -log10 of the dose in mol/kg body weight (higher means more acutely toxic). (6) The compound is C=CCCCCCCCCC(=O)OCCCC. The rat oral LD50 is 1.68, given as -log10 of the dose in mol/kg body weight (higher means more acutely toxic).